Dataset: Catalyst prediction with 721,799 reactions and 888 catalyst types from USPTO. Task: Predict which catalyst facilitates the given reaction. (1) Reactant: [CH:1](OCC)(OCC)OCC.[CH3:11][S:12]([CH2:15][CH2:16][O:17][CH2:18][CH2:19][NH:20][C:21]1[C:30]2[C:25](=[CH:26][CH:27]=[CH:28][CH:29]=2)[N:24]=[CH:23][C:22]=1[NH2:31])(=[O:14])=[O:13].Cl.N1C=CC=CC=1. Product: [CH3:11][S:12]([CH2:15][CH2:16][O:17][CH2:18][CH2:19][N:20]1[C:21]2[C:30]3[CH:29]=[CH:28][CH:27]=[CH:26][C:25]=3[N:24]=[CH:23][C:22]=2[N:31]=[CH:1]1)(=[O:14])=[O:13]. The catalyst class is: 10. (2) Reactant: [N+:1]([C:4]1[CH:9]=[CH:8][C:7]([O:10][C:11]2[CH:16]=[CH:15][CH:14]=[CH:13][CH:12]=2)=[CH:6][C:5]=1[CH3:17])([O-:3])=[O:2].C[O:19]C(OC)N(C)C. Product: [N+:1]([C:4]1[CH:9]=[CH:8][C:7]([O:10][C:11]2[CH:16]=[CH:15][CH:14]=[CH:13][CH:12]=2)=[CH:6][C:5]=1[CH:17]=[O:19])([O-:3])=[O:2]. The catalyst class is: 3. (3) Reactant: [Cl:1][C:2]1[N:7]=[C:6]([NH:8][C:9]2[CH:10]=[C:11]3[C:16](=[CH:17][CH:18]=2)[N:15]=[CH:14][CH:13]=[CH:12]3)[C:5]([N+:19]([O-])=O)=[CH:4][N:3]=1. Product: [Cl:1][C:2]1[N:7]=[C:6]([NH:8][C:9]2[CH:10]=[C:11]3[C:16](=[CH:17][CH:18]=2)[N:15]=[CH:14][CH:13]=[CH:12]3)[C:5]([NH2:19])=[CH:4][N:3]=1. The catalyst class is: 446. (4) Reactant: C([N:3]([CH2:6]C)CC)C.C1C=CC(P(N=[N+]=[N-])(C2C=CC=CC=2)=[O:15])=CC=1.[C:25]([OH:29])([CH3:28])([CH3:27])[CH3:26].[C:30]([C:32]1[CH:33]=[C:34]([CH:38]=[CH:39][N:40]=1)C(O)=O)#[N:31]. Product: [C:25]([O:29][C:6](=[O:15])[NH:3][C:34]1[CH:38]=[CH:39][N:40]=[C:32]([C:30]#[N:31])[CH:33]=1)([CH3:28])([CH3:27])[CH3:26]. The catalyst class is: 6. (5) Reactant: [OH:1][CH2:2][CH2:3][O:4][C:5]1[CH:14]=[CH:13][C:8]([C:9]([O:11]C)=[O:10])=[CH:7][C:6]=1[CH3:15].[OH-].[Na+]. Product: [OH:1][CH2:2][CH2:3][O:4][C:5]1[CH:14]=[CH:13][C:8]([C:9]([OH:11])=[O:10])=[CH:7][C:6]=1[CH3:15]. The catalyst class is: 12. (6) Reactant: [Br:1][C:2]1[C:10]([CH2:11][N:12]2[CH2:17][CH2:16][O:15][CH2:14][CH2:13]2)=[CH:9][C:5]([C:6]([OH:8])=O)=[C:4](O)[CH:3]=1.[C:19](=[O:22])([O-])[O-].[K+].[K+].[CH2:25](Br)[C:26]1[CH:31]=[CH:30][CH:29]=[CH:28][CH:27]=1.[OH2:33]. Product: [Br:1][C:2]1[C:10]([CH2:11][N:12]2[CH2:17][CH2:16][O:15][CH2:14][CH2:13]2)=[CH:9][C:5]([C:6]([O:8][CH2:25][C:26]2[CH:31]=[CH:30][CH:29]=[CH:28][CH:27]=2)=[O:33])=[C:4]([O:22][CH2:19][C:2]2[CH:10]=[CH:9][CH:5]=[CH:4][CH:3]=2)[CH:3]=1. The catalyst class is: 42. (7) Reactant: [O:1]([CH2:9][C:10]1[C:11]2[N:12]([N:17]=[C:18]([C:20](F)([F:22])[F:21])[N:19]=2)[C:13](I)=[CH:14][CH:15]=1)[Si](C(C)(C)C)(C)C.[F-:24].[CH2:25]([N+](CCCC)(CCCC)CCCC)CCC.[OH2:42]. Product: [CH3:25][O:42][C:13]1[N:12]2[N:17]=[C:18]([C:20]([F:22])([F:21])[F:24])[N:19]=[C:11]2[C:10]([CH:9]=[O:1])=[CH:15][CH:14]=1. The catalyst class is: 1. (8) Reactant: [CH2:1]([N:8]1[CH:17]=[CH:16][C:15]2[C:10](=[CH:11][CH:12]=[CH:13][C:14]=2[N+:18]([O-])=O)[C:9]1=[O:21])[C:2]1[CH:7]=[CH:6][CH:5]=[CH:4][CH:3]=1.N#N.[H][H]. Product: [NH2:18][C:14]1[CH:13]=[CH:12][CH:11]=[C:10]2[C:15]=1[CH:16]=[CH:17][N:8]([CH2:1][C:2]1[CH:7]=[CH:6][CH:5]=[CH:4][CH:3]=1)[C:9]2=[O:21]. The catalyst class is: 50. (9) Reactant: [OH:1][C:2]([C:36]1[S:37][CH:38]=[CH:39][CH:40]=1)([C:31]1[S:32][CH:33]=[CH:34][CH:35]=1)[C:3]([O:5][C@H:6]1[CH2:11][CH2:10][C@H:9]([N:12]([CH2:14][CH2:15][O:16][C:17]([NH:19][C:20]2[CH:25]=[C:24]([O:26][CH3:27])[C:23]([CH2:28][OH:29])=[CH:22][C:21]=2[Cl:30])=[O:18])[CH3:13])[CH2:8][CH2:7]1)=[O:4].CC(OI1(OC(C)=O)(OC(C)=O)OC(=O)C2C=CC=CC1=2)=O. Product: [OH:1][C:2]([C:31]1[S:32][CH:33]=[CH:34][CH:35]=1)([C:36]1[S:37][CH:38]=[CH:39][CH:40]=1)[C:3]([O:5][C@H:6]1[CH2:7][CH2:8][C@H:9]([N:12]([CH2:14][CH2:15][O:16][C:17]([NH:19][C:20]2[CH:25]=[C:24]([O:26][CH3:27])[C:23]([CH:28]=[O:29])=[CH:22][C:21]=2[Cl:30])=[O:18])[CH3:13])[CH2:10][CH2:11]1)=[O:4]. The catalyst class is: 4.